Dataset: Reaction yield outcomes from USPTO patents with 853,638 reactions. Task: Predict the reaction yield, written as a fraction of the theoretical maximum amount of product (1.0 means a 100% yield; for example, 0.34 means a 34% yield). (1) The reactants are [BH4-].[Na+].[CH2:3]([N:10]([CH3:19])[CH2:11][CH2:12][C:13](=[O:18])[CH2:14][CH2:15][CH2:16][CH3:17])[C:4]1[CH:9]=[CH:8][CH:7]=[CH:6][CH:5]=1. The catalyst is CO. The product is [CH2:3]([N:10]([CH3:19])[CH2:11][CH2:12][CH:13]([OH:18])[CH2:14][CH2:15][CH2:16][CH3:17])[C:4]1[CH:9]=[CH:8][CH:7]=[CH:6][CH:5]=1. The yield is 0.910. (2) The reactants are [O:1]([C:8]1[CH:21]=[CH:20][CH:19]=[CH:18][C:9]=1[NH:10][C:11](OC(C)(C)C)=O)[C:2]1[CH:7]=[CH:6][CH:5]=[CH:4][CH:3]=1.[Li]. The catalyst is O1CCCC1. The product is [CH3:11][NH:10][C:9]1[CH:18]=[CH:19][CH:20]=[CH:21][C:8]=1[O:1][C:2]1[CH:7]=[CH:6][CH:5]=[CH:4][CH:3]=1. The yield is 0.940.